Dataset: Human liver microsome stability data. Task: Regression/Classification. Given a drug SMILES string, predict its absorption, distribution, metabolism, or excretion properties. Task type varies by dataset: regression for continuous measurements (e.g., permeability, clearance, half-life) or binary classification for categorical outcomes (e.g., BBB penetration, CYP inhibition). Dataset: hlm. (1) The molecule is COc1ccc2[nH]c(C(=O)N3CC(=O)N(Cc4ccc5ccn(C)c5c4)[C@@H](Cc4ccccc4)C3)cc2c1. The result is 1 (stable in human liver microsomes). (2) The molecule is C[C@]1(c2ccc(Cl)cc2Cl)OC[C@@H](COc2ccc(N3CCN(C(=O)c4cccc(O)c4)CC3)cc2)O1. The result is 1 (stable in human liver microsomes).